Dataset: Catalyst prediction with 721,799 reactions and 888 catalyst types from USPTO. Task: Predict which catalyst facilitates the given reaction. (1) Reactant: [C:1]1([CH:8]=[CH:7][C:5]([OH:6])=[CH:4][CH:3]=1)[OH:2].Br[CH2:10][CH:11]([CH2:16][CH3:17])[CH2:12][CH2:13][CH2:14][CH3:15].[OH-].[K+].[CH2:20]([CH:22]([CH2:25][CH2:26][CH2:27][CH3:28])[CH2:23]O)[CH3:21]. Product: [CH2:16]([CH:11]([CH2:12][CH2:13][CH2:14][CH3:15])[CH2:10][O:2][C:1]1[CH:8]=[CH:7][C:5]([O:6][CH2:23][CH:22]([CH2:20][CH3:21])[CH2:25][CH2:26][CH2:27][CH3:28])=[CH:4][CH:3]=1)[CH3:17]. The catalyst class is: 6. (2) Reactant: [CH3:1][O:2][C:3]1[CH:4]=[C:5]([C:9]([CH3:19])([CH3:18])[CH2:10][CH:11]([OH:17])[C:12]([O:14][CH2:15][CH3:16])=[O:13])[CH:6]=[CH:7][CH:8]=1.CS(C)=O.C(N(CC)CC)C. Product: [CH2:15]([O:14][C:12](=[O:13])[C:11](=[O:17])[CH2:10][C:9]([C:5]1[CH:6]=[CH:7][CH:8]=[C:3]([O:2][CH3:1])[CH:4]=1)([CH3:19])[CH3:18])[CH3:16]. The catalyst class is: 4. (3) Reactant: [CH2:1]([C:4]1[CH:5]=[CH:6][C:7]2[S:11][C:10]([CH2:12][O:13][C:14]3[C:15]([F:24])=[C:16]([C:20]([F:23])=[CH:21][CH:22]=3)[C:17]([NH2:19])=[O:18])=[N:9][C:8]=2[CH:25]=1)[CH:2]=[CH2:3]. Product: [F:24][C:15]1[C:14]([O:13][CH2:12][C:10]2[S:11][C:7]3[CH:6]=[CH:5][C:4]([CH2:1][CH2:2][CH3:3])=[CH:25][C:8]=3[N:9]=2)=[CH:22][CH:21]=[C:20]([F:23])[C:16]=1[C:17]([NH2:19])=[O:18]. The catalyst class is: 19. (4) Reactant: Br[CH2:2][C:3]1[C:7]2[CH:8]=[C:9]([Cl:12])[CH:10]=[CH:11][C:6]=2[S:5][CH:4]=1.[CH3:13][C:14]1[N:19]=[C:18]([N:20]2[CH2:25][CH2:24][NH:23][CH2:22][CH2:21]2)[CH:17]=[CH:16][CH:15]=1.CN(C)C=O.ClCCl. Product: [Cl:12][C:9]1[CH:10]=[CH:11][C:6]2[S:5][CH:4]=[C:3]([CH2:2][N:23]3[CH2:24][CH2:25][N:20]([C:18]4[CH:17]=[CH:16][CH:15]=[C:14]([CH3:13])[N:19]=4)[CH2:21][CH2:22]3)[C:7]=2[CH:8]=1. The catalyst class is: 10. (5) Reactant: [Cl:1][C:2]1[CH:3]=[CH:4][C:5]2[C:15](=[C:16]3[CH2:21][CH2:20][N:19]([C:22]([CH:24]([C:31]4[CH:36]=[CH:35][CH:34]=[CH:33][CH:32]=4)[CH2:25]OS(C)(=O)=O)=[O:23])[CH2:18][CH2:17]3)[C:10]3=[N:11][CH:12]=[CH:13][CH:14]=[C:9]3[CH2:8][CH2:7][C:6]=2[CH:37]=1.[C:38]([O-:41])(=[S:40])[CH3:39].[Cs+]. Product: [Cl:1][C:2]1[CH:3]=[CH:4][C:5]2[C:15](=[C:16]3[CH2:21][CH2:20][N:19]([C:22]([CH:24]([C:31]4[CH:32]=[CH:33][CH:34]=[CH:35][CH:36]=4)[CH2:25][S:40][C:38](=[O:41])[CH3:39])=[O:23])[CH2:18][CH2:17]3)[C:10]3=[N:11][CH:12]=[CH:13][CH:14]=[C:9]3[CH2:8][CH2:7][C:6]=2[CH:37]=1. The catalyst class is: 3. (6) Reactant: [H-].[Na+].[NH:3]1[CH2:7][CH2:6][CH2:5][C@H:4]1[CH2:8][OH:9].F[C:11]1[CH:12]=[CH:13][CH:14]=[C:15]2[C:20]=1[N:19]=[CH:18][C:17]([S:21]([C:24]1[CH:29]=[CH:28][CH:27]=[CH:26][CH:25]=1)(=[O:23])=[O:22])=[CH:16]2. Product: [C:24]1([S:21]([C:17]2[CH:18]=[N:19][C:20]3[C:15]([CH:16]=2)=[CH:14][CH:13]=[CH:12][C:11]=3[O:9][CH2:8][C@@H:4]2[CH2:5][CH2:6][CH2:7][NH:3]2)(=[O:23])=[O:22])[CH:29]=[CH:28][CH:27]=[CH:26][CH:25]=1. The catalyst class is: 3.